Dataset: Forward reaction prediction with 1.9M reactions from USPTO patents (1976-2016). Task: Predict the product of the given reaction. (1) Given the reactants Cl[C:2]1[C:3]2[CH2:11][N:10]([C:12]3[CH:19]=[CH:18][C:17]([CH3:20])=[CH:16][C:13]=3[C:14]#[N:15])[CH2:9][CH2:8][C:4]=2[N:5]=[CH:6][N:7]=1.[CH:21]([C:24]1[N:29]=[CH:28][C:27]([CH2:30][NH2:31])=[CH:26][N:25]=1)([CH3:23])[CH3:22].C(N(CC)C(C)C)(C)C, predict the reaction product. The product is: [CH:21]([C:24]1[N:29]=[CH:28][C:27]([CH2:30][NH:31][C:2]2[C:3]3[CH2:11][N:10]([C:12]4[CH:19]=[CH:18][C:17]([CH3:20])=[CH:16][C:13]=4[C:14]#[N:15])[CH2:9][CH2:8][C:4]=3[N:5]=[CH:6][N:7]=2)=[CH:26][N:25]=1)([CH3:23])[CH3:22]. (2) The product is: [N+:5]([C:8]1[CH:9]=[CH:10][C:11]([C:12](=[O:13])[CH2:1][CH3:2])=[CH:15][CH:16]=1)([O-:7])=[O:6]. Given the reactants [CH2:1]([Mg]Cl)[CH3:2].[N+:5]([C:8]1[CH:16]=[CH:15][C:11]([C:12](Cl)=[O:13])=[CH:10][CH:9]=1)([O-:7])=[O:6], predict the reaction product. (3) Given the reactants [S:1]([O-:4])([O-])=[O:2].[Na+].[Na+].C(O[CH2:11][CH2:12][CH2:13][CH2:14][Cl:15])(=O)C.[ClH:16], predict the reaction product. The product is: [Cl:15][CH2:14][CH2:13][CH2:12][CH2:11][S:1]([Cl:16])(=[O:4])=[O:2]. (4) Given the reactants [Cl:1][C:2]1[CH:3]=[C:4]([CH:26]=[CH:27][C:28]=1[O:29][CH3:30])[CH2:5][NH:6][C:7]1[C:12]([C:13]([NH:15][CH2:16][C:17]2[N:22]=[CH:21][CH:20]=[CH:19][N:18]=2)=[O:14])=[CH:11][N:10]=[C:9](S(C)=O)[N:8]=1.Cl.[CH:32]12[CH2:37][CH:36]1[CH2:35][NH:34][CH2:33]2, predict the reaction product. The product is: [CH:32]12[CH2:37][CH:36]1[CH2:35][N:34]([C:9]1[N:8]=[C:7]([NH:6][CH2:5][C:4]3[CH:26]=[CH:27][C:28]([O:29][CH3:30])=[C:2]([Cl:1])[CH:3]=3)[C:12]([C:13]([NH:15][CH2:16][C:17]3[N:22]=[CH:21][CH:20]=[CH:19][N:18]=3)=[O:14])=[CH:11][N:10]=1)[CH2:33]2.